This data is from Full USPTO retrosynthesis dataset with 1.9M reactions from patents (1976-2016). The task is: Predict the reactants needed to synthesize the given product. (1) The reactants are: [CH3:1][O:2][C:3]1[CH:4]=[C:5]2[C:10](=[CH:11][C:12]=1[O:13][CH3:14])[C:9]([CH3:15])=[N:8][C:7]([C:16]1[CH:22]=[CH:21][CH:20]=[CH:19][C:17]=1[NH2:18])=[CH:6]2.CCN(CC)CC.[C:30](Cl)(=[O:32])[CH3:31]. Given the product [CH3:1][O:2][C:3]1[CH:4]=[C:5]2[C:10](=[CH:11][C:12]=1[O:13][CH3:14])[C:9]([CH3:15])=[N:8][C:7]([C:16]1[CH:22]=[CH:21][CH:20]=[CH:19][C:17]=1[NH:18][C:30](=[O:32])[CH3:31])=[CH:6]2, predict the reactants needed to synthesize it. (2) Given the product [Cl:1][C:2]1[CH:7]=[CH:6][CH:5]=[C:4]([NH2:8])[C:3]=1[NH:11][C:12]1[CH:13]=[CH:14][CH:15]=[CH:16][CH:17]=1, predict the reactants needed to synthesize it. The reactants are: [Cl:1][C:2]1[CH:7]=[CH:6][CH:5]=[C:4]([N+:8]([O-])=O)[C:3]=1[NH:11][C:12]1[CH:17]=[CH:16][CH:15]=[CH:14][CH:13]=1.[NH4+].[Cl-]. (3) The reactants are: [Cl:1][C:2]1[CH:7]=[CH:6][C:5]([C:8]2[C:13]([C:14]3[CH:19]=[CH:18][C:17]([Cl:20])=[CH:16][CH:15]=3)=[N:12][C:11]([CH:21]3[CH2:26][CH2:25][NH:24][CH2:23][CH2:22]3)=[CH:10][N:9]=2)=[CH:4][CH:3]=1.[C:27](Cl)(=[O:31])[CH:28]([CH3:30])[CH3:29]. Given the product [Cl:1][C:2]1[CH:7]=[CH:6][C:5]([C:8]2[N:9]=[CH:10][C:11]([CH:21]3[CH2:26][CH2:25][N:24]([C:27](=[O:31])[CH:28]([CH3:30])[CH3:29])[CH2:23][CH2:22]3)=[N:12][C:13]=2[C:14]2[CH:19]=[CH:18][C:17]([Cl:20])=[CH:16][CH:15]=2)=[CH:4][CH:3]=1, predict the reactants needed to synthesize it. (4) Given the product [CH2:27]([C:26]([C:23]1[CH:24]=[CH:25][C:20]([OH:19])=[CH:21][CH:22]=1)=[C:9]([C:11]1[CH:16]=[CH:15][C:14]([O:17][CH3:18])=[CH:13][CH:12]=1)[C:6]1[CH:7]=[CH:8][C:3]([O:2][CH3:1])=[CH:4][CH:5]=1)[CH3:28], predict the reactants needed to synthesize it. The reactants are: [CH3:1][O:2][C:3]1[CH:8]=[CH:7][C:6]([C:9]([C:11]2[CH:16]=[CH:15][C:14]([O:17][CH3:18])=[CH:13][CH:12]=2)=O)=[CH:5][CH:4]=1.[OH:19][C:20]1[CH:25]=[CH:24][C:23]([C:26](=O)[CH2:27][CH3:28])=[CH:22][CH:21]=1. (5) The reactants are: [NH2:1][C:2]1[C:19]([NH2:20])=[CH:18][C:5]([C:6]([NH:8][C:9]2[CH:17]=[CH:16][C:12]3[N:13]=[CH:14][S:15][C:11]=3[CH:10]=2)=[O:7])=[C:4]([N:21]([CH2:24][CH3:25])[CH2:22][CH3:23])[CH:3]=1.[CH3:26][O:27][C:28](=[O:38])[C:29]1[CH:34]=[CH:33][CH:32]=[C:31]([N:35]=[C:36]=S)[CH:30]=1. Given the product [CH3:26][O:27][C:28](=[O:38])[C:29]1[CH:34]=[CH:33][CH:32]=[C:31]([NH:35][C:36]2[NH:1][C:2]3[CH:3]=[C:4]([N:21]([CH2:24][CH3:25])[CH2:22][CH3:23])[C:5]([C:6](=[O:7])[NH:8][C:9]4[CH:17]=[CH:16][C:12]5[N:13]=[CH:14][S:15][C:11]=5[CH:10]=4)=[CH:18][C:19]=3[N:20]=2)[CH:30]=1, predict the reactants needed to synthesize it.